This data is from NCI-60 drug combinations with 297,098 pairs across 59 cell lines. The task is: Regression. Given two drug SMILES strings and cell line genomic features, predict the synergy score measuring deviation from expected non-interaction effect. (1) Drug 1: C1CCN(CC1)CCOC2=CC=C(C=C2)C(=O)C3=C(SC4=C3C=CC(=C4)O)C5=CC=C(C=C5)O. Drug 2: CC1CCC2CC(C(=CC=CC=CC(CC(C(=O)C(C(C(=CC(C(=O)CC(OC(=O)C3CCCCN3C(=O)C(=O)C1(O2)O)C(C)CC4CCC(C(C4)OC)OCCO)C)C)O)OC)C)C)C)OC. Cell line: DU-145. Synergy scores: CSS=10.1, Synergy_ZIP=-0.926, Synergy_Bliss=1.91, Synergy_Loewe=-17.7, Synergy_HSA=-3.20. (2) Drug 1: CC1=C(C=C(C=C1)NC2=NC=CC(=N2)N(C)C3=CC4=NN(C(=C4C=C3)C)C)S(=O)(=O)N.Cl. Drug 2: CCC1=CC2CC(C3=C(CN(C2)C1)C4=CC=CC=C4N3)(C5=C(C=C6C(=C5)C78CCN9C7C(C=CC9)(C(C(C8N6C)(C(=O)OC)O)OC(=O)C)CC)OC)C(=O)OC.C(C(C(=O)O)O)(C(=O)O)O. Cell line: SF-539. Synergy scores: CSS=42.0, Synergy_ZIP=-0.331, Synergy_Bliss=-0.539, Synergy_Loewe=1.47, Synergy_HSA=2.43. (3) Drug 1: C1=CC(=CC=C1C#N)C(C2=CC=C(C=C2)C#N)N3C=NC=N3. Drug 2: CC(C)NC(=O)C1=CC=C(C=C1)CNNC.Cl. Cell line: RXF 393. Synergy scores: CSS=-2.37, Synergy_ZIP=1.62, Synergy_Bliss=0.0200, Synergy_Loewe=-0.945, Synergy_HSA=-2.38. (4) Drug 1: C1=CC(=CC=C1CC(C(=O)O)N)N(CCCl)CCCl.Cl. Drug 2: CC1=C2C(C(=O)C3(C(CC4C(C3C(C(C2(C)C)(CC1OC(=O)C(C(C5=CC=CC=C5)NC(=O)C6=CC=CC=C6)O)O)OC(=O)C7=CC=CC=C7)(CO4)OC(=O)C)O)C)OC(=O)C. Cell line: IGROV1. Synergy scores: CSS=25.3, Synergy_ZIP=-9.06, Synergy_Bliss=-4.24, Synergy_Loewe=-8.96, Synergy_HSA=0.960. (5) Drug 1: C1=CC(=C2C(=C1NCCNCCO)C(=O)C3=C(C=CC(=C3C2=O)O)O)NCCNCCO. Drug 2: CCN(CC)CCNC(=O)C1=C(NC(=C1C)C=C2C3=C(C=CC(=C3)F)NC2=O)C. Cell line: SNB-19. Synergy scores: CSS=45.8, Synergy_ZIP=2.99, Synergy_Bliss=2.17, Synergy_Loewe=-20.2, Synergy_HSA=1.72. (6) Drug 1: CC1=C(C(=O)C2=C(C1=O)N3CC4C(C3(C2COC(=O)N)OC)N4)N. Drug 2: C(CN)CNCCSP(=O)(O)O. Cell line: NCI/ADR-RES. Synergy scores: CSS=1.00, Synergy_ZIP=-1.35, Synergy_Bliss=-0.171, Synergy_Loewe=-9.58, Synergy_HSA=-5.16. (7) Drug 1: CC12CCC3C(C1CCC2=O)CC(=C)C4=CC(=O)C=CC34C. Drug 2: C1=CC(=CC=C1CC(C(=O)O)N)N(CCCl)CCCl.Cl. Cell line: SK-OV-3. Synergy scores: CSS=57.4, Synergy_ZIP=5.77, Synergy_Bliss=11.1, Synergy_Loewe=5.87, Synergy_HSA=10.7.